Dataset: Experimentally validated miRNA-target interactions with 360,000+ pairs, plus equal number of negative samples. Task: Binary Classification. Given a miRNA mature sequence and a target amino acid sequence, predict their likelihood of interaction. (1) The miRNA is hsa-miR-452-5p with sequence AACUGUUUGCAGAGGAAACUGA. The protein sequence of the target gene is MAPEIHMTGPMCLIENTNGELVANPEALKILSAITQPVVVVAIVGLYRTGKSYLMNKLAGKNKGFSLGSTVKSHTKGIWMWCVPHPKKPEHTLVLLDTEGLGDVKKGDNQNDSWIFTLAVLLSSTLVYNSMGTINQQAMDQLYYVTELTHRIRSKSSPDENENEDSADFVSFFPDFVWTLRDFSLDLEADGQPLTPDEYLEYSLKLTQGTSQKDKNFNLPRLCIRKFFPKKKCFVFDLPIHRRKLAQLEKLQDEELDPEFVQQVADFCSYIFSNSKTKTLSGGIKVNGPRLESLVLTYIN.... Result: 0 (no interaction). (2) The miRNA is hsa-miR-3118 with sequence UGUGACUGCAUUAUGAAAAUUCU. The protein sequence of the target gene is MGSKEDAGKGCPAAGGVSSFTIQSILGGGPSEAPREPVGWPARKRSLSVSSEEEEPDDGWKAPACFCPDQHGPKEQGPKHHPPIPFPCLGTPKGSGGSGPGGLERTPFLSPSHSDFKEEKERLLPAGSPSPGSERPRDGGAERQAGAAKKKTRTVFSRSQVYQLESTFDMKRYLSSSERACLASSLQLTETQVKTWFQNRRNKWKRQLSAELEAANMAHASAQTLVSMPLVFRDSSLLRVPVPRSLAFPAPLYYPGSNLSALPLYNLYNKLDY. Result: 0 (no interaction). (3) The miRNA is dre-miR-10a-5p with sequence UACCCUGUAGAUCCGAAUUUGU. The protein sequence of the target gene is MNTIVFNKLGGAVLFEDRGTPDRERGSRTFSGFLDNPHTGPEVGIPDGPPLKDNLSLRHRRTGARQNGGKVRHKRQALQDMARPLKQWLYKHRDNPYPTKTEKILLALGSQMTLVQVSNWFANARRRLKNTVRQPDLSWALRIKLYNKYVQGNAERLSVSSDGDSCSEDGENPPRNHMNEEGYSTPAHHTVIKGESSAIKAGGRPESRAAEDYVSPPKYKSSLLNRYLNDSLRHVMATSTAMMGKTRRRNHSGSFSSNEFEEELVSPSSSETEGTFVYRTDTPDIGSTKGDSAANRRGPS.... Result: 0 (no interaction). (4) The miRNA is cel-miR-358-3p with sequence AUUGGUAUCCCUGUCAAGGUCU. The protein sequence of the target gene is MAFFTGLWGPFTCVSRVLSHHCFSTTGSLSAIQKMTRVRVVDNSALGNSPYHRAPRCIHVYKKNGVGKVGDQILLAIKGQKKKALIVGHCMPGPRMTPRFDSNNVVLIEDNGNPVGTRIKTPIPTSLRKREGEYSKVLAIAQNFV. Result: 0 (no interaction). (5) The miRNA is hsa-miR-140-3p with sequence UACCACAGGGUAGAACCACGG. Result: 1 (interaction). The protein sequence of the target gene is MASGRLIKFVVFELLEFAAFSIPTLVITEQFATAYQGTRARSDNTHYWLIISCSIAYVALVTLLIWVPVKVILHKKRYIYRKIKGWRPVLMMCVVLTTLPCLTFSIAVTEVQKSINGSADVLPDMLPDLPVSLVLLSLIMVDIIEKLRIYPLRGSQKSSENGHIHSTSLQHIKTVTEQVRQSPENAASPQATNSTQVSQPSGAMTRSQESVFMGPQEPSCDSGILRMMSRRDVRAELFLWSFLLWSDTIEMVRVAGHPNVYKSSWLYPVYIFSFISLLRITFTPQNPLLNSLSVLLQDLP.... (6) The miRNA is hsa-miR-4773 with sequence CAGAACAGGAGCAUAGAAAGGC. The protein sequence of the target gene is MKQDASRNAAYTVDCEDYVHVVEFNPFENGDSGNLIAYGGNNYVVIGTCTFQEEEADVEGIQYKTLRTFHHGVRVDGIAWSPETRLDSLPPVIKFCTSAADMKIRLFTSDLQDKNEYKVLEGHTDFINGLVFDPKEGQEIASVSDDHTCRIWNLEGVQTAHFVLHSPGMSVCWHPEETFKLMVAEKNGTIRFYDLLAQQAILSLESEQVPLMSAHWCLKNTFKVGAVAGNDWLIWDITRSSYPQNKRPVHMDRACLFRWSTISENLFATTGYPGKMASQFQIHHLGHPQPILMGSVAVGS.... Result: 1 (interaction). (7) Result: 1 (interaction). The protein sequence of the target gene is MITGVFSMRLWTPVGVLTSLAYCLHQRRVALAELQEADGQCPVDRSLLKLKMVQVVFRHGARSPLKPLPLEEQVEWNPQLLEVPPQTQFDYTVTNLAGGPKPYSPYDSQYHETTLKGGMFAGQLTKVGMQQMFALGERLRKNYVEDIPFLSPTFNPQEVFIRSTNIFRNLESTRCLLAGLFQCQKEGPIIIHTDEADSEVLYPNYQSCWSLRQRTRGRRQTASLQPGISEDLKKVKDRMGIDSSDKVDFFILLDNVAAEQAHNLPSCPMLKRFARMIEQRAVDTSLYILPKEDRESLQMA.... The miRNA is hsa-miR-183-5p with sequence UAUGGCACUGGUAGAAUUCACU. (8) The miRNA is hsa-miR-16-5p with sequence UAGCAGCACGUAAAUAUUGGCG. The protein sequence of the target gene is MSRSNRQKEYKCGDLVFAKMKGYPHWPARIDEMPEAAVKSTANKYQVFFFGTHETAFLGPKDLFPYEESKEKFGKPNKRKGFSEGLWEIENNPTVKASGYQSSQKKSCVEEPEPEPEAAEGDGDKKGNAEGSSDEEGKLVIDEPAKEKNEKGALKRRAGDLLEDSPKRPKEAENPEGEEKEAATLEVERPLPMEVEKNSTPSEPGSGRGPPQEEEEEEDEEEEATKEDAEAPGIRDHESL. Result: 1 (interaction). (9) The miRNA is hsa-miR-4685-5p with sequence CCCAGGGCUUGGAGUGGGGCAAGGUU. The protein sequence of the target gene is MNILAPVRRDRVLAELPQCLRKEAALHGHKDFHPRVTCACQEHRTGTVGFKISKVIVVGDLSVGKTCLINRFCKDTFDKNYKATIGVDFEMERFEVLGIPFSLQLWDTAGQERFKCIASTYYRGAQAIIIVFNLNDVASLEHTKQWLADALKENDPSSVLLFLVGSKKDLSTPAQYALMEKDALQVAQEMKAEYWAVSSLTGENVREFFFRVAALTFEANVLAELEKSGARRIGDVVRINSDDSNLYLTASKKKPTCCP. Result: 1 (interaction).